From a dataset of Forward reaction prediction with 1.9M reactions from USPTO patents (1976-2016). Predict the product of the given reaction. (1) Given the reactants F[C:2]1[CH:7]=[C:6]([F:8])[CH:5]=[CH:4][C:3]=1[N+:9]([O-])=O.[CH3:12][O:13][C@H:14]1[CH2:17][C@H:16]([NH2:18])[CH2:15]1.CCN(C(C)C)C(C)C, predict the reaction product. The product is: [F:8][C:6]1[CH:7]=[C:2]([NH:18][C@H:16]2[CH2:17][C@H:14]([O:13][CH3:12])[CH2:15]2)[C:3]([NH2:9])=[CH:4][CH:5]=1. (2) Given the reactants [OH:1][C:2]1[CH:7]=[CH:6][N:5]=[C:4]2[C:8](=[C:18]3[CH2:23][CH2:22][N:21]([C:24](=[O:32])[CH2:25][C:26]4[CH:27]=[N:28][CH:29]=[CH:30][CH:31]=4)[CH2:20][CH2:19]3)[C:9]3[CH:16]=[CH:15][C:14]([Cl:17])=[CH:13][C:10]=3[CH2:11][CH2:12][C:3]=12.C(O)(=O)C.[Br:37]Br.C(O)(=O)C, predict the reaction product. The product is: [Br:37][C:7]1[C:2]([OH:1])=[C:3]2[CH2:12][CH2:11][C:10]3[CH:13]=[C:14]([Cl:17])[CH:15]=[CH:16][C:9]=3[C:8](=[C:18]3[CH2:23][CH2:22][N:21]([C:24](=[O:32])[CH2:25][C:26]4[CH:27]=[N:28][CH:29]=[CH:30][CH:31]=4)[CH2:20][CH2:19]3)[C:4]2=[N:5][CH:6]=1. (3) Given the reactants [CH2:1]([O:3][C:4]([C:6]1[NH:7][C:8]2[C:13]([CH:14]=1)=[C:12]([O:15]CC1C=CC=CC=1)[CH:11]=[CH:10][CH:9]=2)=[O:5])[CH3:2], predict the reaction product. The product is: [CH2:1]([O:3][C:4]([C:6]1[NH:7][C:8]2[C:13]([CH:14]=1)=[C:12]([OH:15])[CH:11]=[CH:10][CH:9]=2)=[O:5])[CH3:2].